This data is from Reaction yield outcomes from USPTO patents with 853,638 reactions. The task is: Predict the reaction yield, written as a fraction of the theoretical maximum amount of product (1.0 means a 100% yield; for example, 0.34 means a 34% yield). (1) The reactants are [F:1][C:2]([F:19])([F:18])[C:3]1[CH:8]=[CH:7][C:6]([C:9](=O)[CH2:10][C:11](=O)[C:12]([F:15])([F:14])[F:13])=[CH:5][CH:4]=1.[NH2:20][C:21]1[C:25]([C:26]2[CH:31]=[CH:30][N:29]=[C:28]([CH3:32])[CH:27]=2)=[CH:24][NH:23][N:22]=1. No catalyst specified. The product is [F:1][C:2]([F:19])([F:18])[C:3]1[CH:8]=[CH:7][C:6]([C:9]2[CH:10]=[C:11]([C:12]([F:15])([F:14])[F:13])[N:22]3[N:23]=[CH:24][C:25]([C:26]4[CH:31]=[CH:30][N:29]=[C:28]([CH3:32])[CH:27]=4)=[C:21]3[N:20]=2)=[CH:5][CH:4]=1. The yield is 0.530. (2) The reactants are Cl[C:2]1[N:7]=[C:6]([C:8]([OH:10])=[O:9])[CH:5]=[CH:4][N:3]=1.[F:11][C:12]([F:23])([F:22])[C:13]1[CH:18]=[CH:17][C:16](B(O)O)=[CH:15][CH:14]=1.P([O-])([O-])([O-])=O.[K+].[K+].[K+].COCCOC. The catalyst is C1C=CC([P]([Pd]([P](C2C=CC=CC=2)(C2C=CC=CC=2)C2C=CC=CC=2)([P](C2C=CC=CC=2)(C2C=CC=CC=2)C2C=CC=CC=2)[P](C2C=CC=CC=2)(C2C=CC=CC=2)C2C=CC=CC=2)(C2C=CC=CC=2)C2C=CC=CC=2)=CC=1.O. The product is [F:11][C:12]([F:23])([F:22])[C:13]1[CH:18]=[CH:17][C:16]([C:2]2[N:7]=[C:6]([C:8]([OH:10])=[O:9])[CH:5]=[CH:4][N:3]=2)=[CH:15][CH:14]=1. The yield is 0.420. (3) The reactants are C(Cl)(=O)C(Cl)=O.[F:7][C:8]1[CH:29]=[CH:28][C:11]([CH2:12][C:13]2([CH2:26][OH:27])[CH2:18][CH2:17][N:16]([C:19]([O:21][C:22]([CH3:25])([CH3:24])[CH3:23])=[O:20])[CH2:15][CH2:14]2)=[CH:10][CH:9]=1.C(N(CC)C(C)C)(C)C.Cl. The catalyst is C(Cl)Cl.CS(C)=O. The product is [F:7][C:8]1[CH:29]=[CH:28][C:11]([CH2:12][C:13]2([CH:26]=[O:27])[CH2:14][CH2:15][N:16]([C:19]([O:21][C:22]([CH3:25])([CH3:23])[CH3:24])=[O:20])[CH2:17][CH2:18]2)=[CH:10][CH:9]=1. The yield is 0.830. (4) The reactants are O[C:2]1[CH:7]=[C:6]([C:8]2[N:9]=[C:10]([NH:13][C:14](=[O:18])[CH:15]([CH3:17])[CH3:16])[S:11][CH:12]=2)[N:5]=[C:4]2[C:19]3[C:25]([Br:26])=[C:24]([O:27][CH3:28])[CH:23]=[CH:22][C:20]=3[O:21][C:3]=12.O=P(Cl)(Cl)[Cl:31]. No catalyst specified. The product is [Br:26][C:25]1[C:19]2[C:4]3[C:3]([O:21][C:20]=2[CH:22]=[CH:23][C:24]=1[O:27][CH3:28])=[C:2]([Cl:31])[CH:7]=[C:6]([C:8]1[N:9]=[C:10]([NH:13][C:14](=[O:18])[CH:15]([CH3:17])[CH3:16])[S:11][CH:12]=1)[N:5]=3. The yield is 0.270. (5) The reactants are [F:1][C:2]1[CH:3]=[C:4]([C:13](=[O:15])[CH3:14])[CH:5]=[CH:6][C:7]=1[C:8]1[N:9]=[CH:10][S:11][CH:12]=1.[F:16][C:17]([F:24])([F:23])[C:18](OCC)=[O:19].C[O-].[Na+].Cl. The catalyst is C(OC)(C)(C)C. The product is [F:16][C:17]([F:24])([F:23])[C:18](=[O:19])[CH2:14][C:13]([C:4]1[CH:5]=[CH:6][C:7]([C:8]2[N:9]=[CH:10][S:11][CH:12]=2)=[C:2]([F:1])[CH:3]=1)=[O:15]. The yield is 0.990. (6) The yield is 0.830. No catalyst specified. The reactants are [CH3:1][O:2][C:3]1[C:11]([CH3:12])=[C:10]2[C:6]([C:7](=[O:13])[O:8][CH2:9]2)=[C:5]([O:14][CH2:15][CH2:16][Si:17]([CH3:20])([CH3:19])[CH3:18])[C:4]=1[CH2:21]C=O.C1(P(C2C=CC=CC=2)(C2C=CC=CC=2)=[C:31]([CH2:34][CH3:35])[CH:32]=[O:33])C=CC=CC=1.[C:48]1(C)C=CC=CC=1. The product is [CH2:34]([C:31](=[CH:48][CH2:21][C:4]1[C:5]([O:14][CH2:15][CH2:16][Si:17]([CH3:20])([CH3:18])[CH3:19])=[C:6]2[C:10](=[C:11]([CH3:12])[C:3]=1[O:2][CH3:1])[CH2:9][O:8][C:7]2=[O:13])[CH:32]=[O:33])[CH3:35]. (7) The reactants are C1(N2[C:12](=[O:13])[C:11]3[S:14][CH:15]=[C:16]([C:17]4[CH:22]=[CH:21][CH:20]=[CH:19][CH:18]=4)[C:10]=3[N:9]=[CH:8]2)C=CC=CC=1.NC1C(C2C=CC=CC=2)=CSC=1C(OC)=O.C(OCC)(OCC)OCC.[CH3:49][O:50][C:51]1[CH:52]=[C:53]([CH:55]=[CH:56][C:57]=1[O:58][CH3:59])[NH2:54]. The catalyst is C(O)(=O)C. The product is [CH3:49][O:50][C:51]1[CH:52]=[C:53]([N:54]2[C:12](=[O:13])[C:11]3[S:14][CH:15]=[C:16]([C:17]4[CH:22]=[CH:21][CH:20]=[CH:19][CH:18]=4)[C:10]=3[N:9]=[CH:8]2)[CH:55]=[CH:56][C:57]=1[O:58][CH3:59]. The yield is 0.590.